Task: Predict the reactants needed to synthesize the given product.. Dataset: Full USPTO retrosynthesis dataset with 1.9M reactions from patents (1976-2016) (1) Given the product [C:51]([O:55][C:11]([N:12]1[CH2:13][CH2:14][CH:15]([NH:18][C:19]([C:21]2[NH:22][C:23]3[C:28]([CH:29]=2)=[C:27]([O:30][CH2:31][C:32]2[C:36]4[CH:37]=[C:38]([F:41])[CH:39]=[CH:40][C:35]=4[O:34][CH:33]=2)[CH:26]=[CH:25][CH:24]=3)=[O:20])[CH2:16][CH2:17]1)=[O:81])([CH3:54])([CH3:53])[CH3:52], predict the reactants needed to synthesize it. The reactants are: [C@H]1([CH2:11][N:12]2[CH2:17][CH2:16][CH:15]([NH:18][C:19]([C:21]3[NH:22][C:23]4[C:28]([CH:29]=3)=[C:27]([O:30][CH2:31][C:32]3[C:36]5[CH:37]=[C:38]([F:41])[CH:39]=[CH:40][C:35]=5[O:34][CH:33]=3)[CH:26]=[CH:25][CH:24]=4)=[O:20])[CH2:14][CH2:13]2)[C@@H]2N(CCCC2)CCC1.CCN(C(C)C)C(C)C.[C:51]([O:55]C(=O)NC1CCNCC1)([CH3:54])([CH3:53])[CH3:52].C1CN([P+]([O:81]N2N=NC3C=CC=CC2=3)(N2CCCC2)N2CCCC2)CC1.F[P-](F)(F)(F)(F)F. (2) Given the product [Br:1][C:2]1[CH:10]=[C:9]([F:11])[C:5]([C:6]([Cl:15])=[O:7])=[C:4]([F:12])[CH:3]=1, predict the reactants needed to synthesize it. The reactants are: [Br:1][C:2]1[CH:10]=[C:9]([F:11])[C:5]([C:6](O)=[O:7])=[C:4]([F:12])[CH:3]=1.S(Cl)([Cl:15])=O.